From a dataset of Reaction yield outcomes from USPTO patents with 853,638 reactions. Predict the reaction yield, written as a fraction of the theoretical maximum amount of product (1.0 means a 100% yield; for example, 0.34 means a 34% yield). (1) The reactants are [Br:1][C:2]1[C:3]([F:10])=[N:4][CH:5]=[C:6]([CH2:8]Br)[CH:7]=1.[CH3:11][O:12][C:13]1[CH:20]=[CH:19][C:16]([CH2:17][OH:18])=[CH:15][CH:14]=1.[Al]. The catalyst is CC#N.[I-].C([N+](CCCC)(CCCC)CCCC)CCC.[Ag-]=O. The product is [Br:1][C:2]1[C:3]([F:10])=[N:4][CH:5]=[C:6]([CH2:8][O:18][CH2:17][C:16]2[CH:19]=[CH:20][C:13]([O:12][CH3:11])=[CH:14][CH:15]=2)[CH:7]=1. The yield is 0.240. (2) The reactants are [Cl:1][C:2]1[CH:7]=[CH:6][C:5](I)=[CH:4][CH:3]=1.Br[C:10]([F:17])([F:16])[C:11]([O:13][CH2:14][CH3:15])=[O:12]. The catalyst is CS(C)=O.O. The product is [Cl:1][C:2]1[CH:7]=[CH:6][C:5]([C:10]([F:17])([F:16])[C:11]([O:13][CH2:14][CH3:15])=[O:12])=[CH:4][CH:3]=1. The yield is 0.460. (3) The reactants are [CH2:1]([O:8][C:9](=[O:36])[NH:10][CH2:11][CH2:12][CH2:13][CH2:14][C@H:15]([NH:27][C:28]([C@@H:30]1[CH2:35][CH2:34][CH2:33][NH:32][CH2:31]1)=[O:29])[C:16]([C:18]1[S:19][C:20]2[CH:26]=[CH:25][CH:24]=[CH:23][C:21]=2[N:22]=1)=[O:17])[C:2]1[CH:7]=[CH:6][CH:5]=[CH:4][CH:3]=1.Cl.[C:38]1([CH2:44][CH2:45][C:46](Cl)=[O:47])[CH:43]=[CH:42][CH:41]=[CH:40][CH:39]=1. The catalyst is C(Cl)Cl. The product is [CH2:1]([O:8][C:9](=[O:36])[NH:10][CH2:11][CH2:12][CH2:13][CH2:14][CH:15]([NH:27][C:28]([C@@H:30]1[CH2:35][CH2:34][CH2:33][N:32]([C:46](=[O:47])[CH2:45][CH2:44][C:38]2[CH:43]=[CH:42][CH:41]=[CH:40][CH:39]=2)[CH2:31]1)=[O:29])[C:16]([C:18]1[S:19][C:20]2[CH:26]=[CH:25][CH:24]=[CH:23][C:21]=2[N:22]=1)=[O:17])[C:2]1[CH:3]=[CH:4][CH:5]=[CH:6][CH:7]=1. The yield is 0.216. (4) The reactants are [NH:1]1[CH2:6][CH2:5][NH:4][CH2:3][CH2:2]1.CCN(C(C)C)[CH:10]([CH3:12])[CH3:11].Cl[C:17]1[C:22]([C:23]([O-:25])=[O:24])=[C:21]([C:26]2[CH:31]=[CH:30][CH:29]=[CH:28][CH:27]=2)[CH:20]=[CH:19][N:18]=1. The yield is 0.790. The catalyst is CN(C=O)C. The product is [C:26]1([C:21]2[CH:20]=[CH:19][N:18]=[C:17]([N:1]3[CH2:6][CH2:5][NH:4][CH2:3][CH2:2]3)[C:22]=2[C:23]([O:25][CH:10]([CH3:12])[CH3:11])=[O:24])[CH:31]=[CH:30][CH:29]=[CH:28][CH:27]=1. (5) The reactants are [Br-:1].[C:2]([CH:5](CC)[CH2:6][CH2:7][N:8]1[C:12]2[CH:13]=[CH:14][CH:15]=[CH:16][C:11]=2[S:10][C:9]1=[CH:17][C:18]1[C:27]2[C:22](=[CH:23][CH:24]=[CH:25][CH:26]=2)[N+:21]([CH3:28])=[CH:20][CH:19]=1)([OH:4])=[O:3].[Br-].C(C(C)CCC[N+]1C2C=CC=CC=2SC=1C)(O)=O.[Br-].CC1SC2C=CC=CC=2[NH+]=1. No catalyst specified. The product is [Br-:1].[C:2]([CH2:5][CH2:6][CH2:7][N:8]1[C:12]2[CH:13]=[CH:14][CH:15]=[CH:16][C:11]=2[S:10][C:9]1=[CH:17][C:18]1[C:27]2[C:22](=[CH:23][CH:24]=[CH:25][CH:26]=2)[N+:21]([CH3:28])=[CH:20][CH:19]=1)([OH:4])=[O:3]. The yield is 0.260.